This data is from Full USPTO retrosynthesis dataset with 1.9M reactions from patents (1976-2016). The task is: Predict the reactants needed to synthesize the given product. (1) Given the product [CH2:12]([O:19][C:20](=[O:25])[CH2:21][CH2:22][CH2:23][NH:24][C:30]([NH:54][CH2:53][C:52]1[CH:55]=[CH:56][C:49]([N:48]([CH3:57])[CH3:47])=[CH:50][CH:51]=1)=[O:36])[C:13]1[CH:18]=[CH:17][CH:16]=[CH:15][CH:14]=1, predict the reactants needed to synthesize it. The reactants are: C1(C)C=CC(S(O)(=O)=O)=CC=1.[CH2:12]([O:19][C:20](=[O:25])[CH2:21][CH2:22][CH2:23][NH2:24])[C:13]1[CH:18]=[CH:17][CH:16]=[CH:15][CH:14]=1.ClC(Cl)(O[C:30](=[O:36])OC(Cl)(Cl)Cl)Cl.C(N(CC)CC)C.Cl.Cl.[CH3:47][N:48]([CH3:57])[C:49]1[CH:56]=[CH:55][C:52]([CH2:53][NH2:54])=[CH:51][CH:50]=1. (2) Given the product [F:28][C:26]([F:29])([F:27])[C:23]1[O:22][C:21]([CH2:20][N:13]2[C:14]3[C:19](=[CH:18][CH:17]=[CH:16][CH:15]=3)[C@@:11]3([C:3]4=[CH:4][C:5]5[O:9][CH2:8][O:7][C:6]=5[CH:10]=[C:2]4[O:1][CH2:31]3)[C:12]2=[O:30])=[CH:25][CH:24]=1, predict the reactants needed to synthesize it. The reactants are: [OH:1][C:2]1[C:3]([C@:11]2([CH2:31]O)[C:19]3[C:14](=[CH:15][CH:16]=[CH:17][CH:18]=3)[N:13]([CH2:20][C:21]3[O:22][C:23]([C:26]([F:29])([F:28])[F:27])=[CH:24][CH:25]=3)[C:12]2=[O:30])=[CH:4][C:5]2[O:9][CH2:8][O:7][C:6]=2[CH:10]=1.C1(P(C2C=CC=CC=2)C2C=CC=CN=2)C=CC=CC=1.CC(OC(/N=N/C(OC(C)(C)C)=O)=O)(C)C. (3) Given the product [CH2:91]([N:75]([CH2:76][C:77]1[CH:82]=[CH:81][C:80]([O:83][CH2:84][CH2:85][N:86]2[CH2:87][CH2:88][CH2:89][CH2:90]2)=[CH:79][CH:78]=1)[C:68]1[CH:69]=[C:70]([O:73][CH3:74])[CH:71]=[CH:72][C:67]=1[CH:65]1[CH2:64][CH2:63][CH2:62][C:61]2[CH:93]=[C:57]([OH:56])[CH:58]=[CH:59][C:60]=2[CH2:66]1)[CH3:92], predict the reactants needed to synthesize it. The reactants are: [Si](OC1C=CC2CC(C3C=CC(OC)=CC=3CCN)CCCC=2C=1)(C(C)(C)C)(C)C.Cl.N1(CCOC2C=CC(C(O)=O)=CC=2)CCCC1.[Si]([O:56][C:57]1[CH:58]=[CH:59][C:60]2[CH2:66][CH:65]([C:67]3[CH:72]=[CH:71][C:70]([O:73][CH3:74])=[CH:69][C:68]=3[N:75]([CH2:91][CH3:92])[CH2:76][C:77]3[CH:82]=[CH:81][C:80]([O:83][CH2:84][CH2:85][N:86]4[CH2:90][CH2:89][CH2:88][CH2:87]4)=[CH:79][CH:78]=3)[CH2:64][CH2:63][CH2:62][C:61]=2[CH:93]=1)(C(C)(C)C)(C)C. (4) Given the product [N:27]1([C:25]2[N:26]=[C:21]([C:9]3[C:10]([C:16]([F:17])([F:18])[F:19])=[CH:11][C:12]([NH2:15])=[N:13][CH:14]=3)[CH:22]=[C:23]([N:33]3[CH2:38][CH2:37][O:36][CH2:35][CH2:34]3)[N:24]=2)[CH2:32][CH2:31][O:30][CH2:29][CH2:28]1, predict the reactants needed to synthesize it. The reactants are: O1CCNCCOB1[C:9]1[C:10]([C:16]([F:19])([F:18])[F:17])=[CH:11][C:12]([NH2:15])=[N:13][CH:14]=1.Cl[C:21]1[N:26]=[C:25]([N:27]2[CH2:32][CH2:31][O:30][CH2:29][CH2:28]2)[N:24]=[C:23]([N:33]2[CH2:38][CH2:37][O:36][CH2:35][CH2:34]2)[CH:22]=1. (5) Given the product [C:10]([O-:29])(=[O:28])[CH2:11][CH2:12][CH2:13][CH2:14][CH2:15][CH2:16][CH2:17]/[CH:18]=[CH:19]\[CH2:20][CH2:21][CH2:22][CH2:23][CH2:24][CH2:25][CH2:26][CH3:27].[Ni+2:5].[C:10]([O-:29])(=[O:28])[CH2:11][CH2:12][CH2:13][CH2:14][CH2:15][CH2:16][CH2:17]/[CH:18]=[CH:19]\[CH2:20][CH2:21][CH2:22][CH2:23][CH2:24][CH2:25][CH2:26][CH3:27], predict the reactants needed to synthesize it. The reactants are: C([O-])(=O)C.[Ni+2:5].C([O-])(=O)C.[C:10]([OH:29])(=[O:28])[CH2:11][CH2:12][CH2:13][CH2:14][CH2:15][CH2:16][CH2:17]/[CH:18]=[CH:19]\[CH2:20][CH2:21][CH2:22][CH2:23][CH2:24][CH2:25][CH2:26][CH3:27]. (6) Given the product [NH2:1][C:2]1[C:11]2[N:12]=[C:13]([CH2:20][O:21][N:22]=[C:24]([CH3:26])[CH3:23])[N:14]([CH2:15][C:16]([OH:18])([CH3:19])[CH3:17])[C:10]=2[C:9]2[CH:8]=[CH:7][CH:6]=[CH:5][C:4]=2[N:3]=1, predict the reactants needed to synthesize it. The reactants are: [NH2:1][C:2]1[C:11]2[N:12]=[C:13]([CH2:20][O:21][NH2:22])[N:14]([CH2:15][C:16]([CH3:19])([OH:18])[CH3:17])[C:10]=2[C:9]2[CH:8]=[CH:7][CH:6]=[CH:5][C:4]=2[N:3]=1.[CH3:23][C:24]([CH3:26])=O.